From a dataset of Full USPTO retrosynthesis dataset with 1.9M reactions from patents (1976-2016). Predict the reactants needed to synthesize the given product. Given the product [CH2:12]([O:14][C:15](=[O:18])[CH2:16][CH:6]([C:5](=[O:11])[CH2:4][CH3:3])[C:7](=[O:10])[CH2:8][CH3:9])[CH3:13], predict the reactants needed to synthesize it. The reactants are: [H-].[Na+].[CH3:3][CH2:4][C:5](=[O:11])[CH2:6][C:7](=[O:10])[CH2:8][CH3:9].[CH2:12]([O:14][C:15](=[O:18])[CH2:16]Br)[CH3:13].[Cl-].[NH4+].